Dataset: Reaction yield outcomes from USPTO patents with 853,638 reactions. Task: Predict the reaction yield, written as a fraction of the theoretical maximum amount of product (1.0 means a 100% yield; for example, 0.34 means a 34% yield). (1) The reactants are [C:1](Cl)(=O)C(Cl)=O.[CH2:7]([N:14]([CH2:24][C:25]1[CH:30]=[CH:29][CH:28]=[CH:27][CH:26]=1)[CH:15]1[CH2:19][CH:18]([C:20](O)=[O:21])[CH:17]([CH3:23])[CH2:16]1)[C:8]1[CH:13]=[CH:12][CH:11]=[CH:10][CH:9]=1.CN(C=O)C.C[Si](C=[N+]=[N-])(C)C.[BrH:43].C([O-])(O)=O.[Na+]. The catalyst is C(Cl)Cl.C1COCC1.CC#N. The product is [Br:43][CH2:1][C:20]([CH:18]1[CH2:19][CH:15]([N:14]([CH2:24][C:25]2[CH:26]=[CH:27][CH:28]=[CH:29][CH:30]=2)[CH2:7][C:8]2[CH:9]=[CH:10][CH:11]=[CH:12][CH:13]=2)[CH2:16][CH:17]1[CH3:23])=[O:21]. The yield is 0.690. (2) The reactants are [C:1]([OH:13])(=[O:12])[CH2:2][C:3]([CH2:8][C:9]([OH:11])=[O:10])([C:5]([OH:7])=[O:6])[OH:4].O1[B:19]([C@@H:20]([NH:25][C:26](=[O:44])[C@@H:27]([NH:35][C:36]([C:38]2[CH:43]=[N:42][CH:41]=[CH:40][N:39]=2)=[O:37])[CH2:28][C:29]2[CH:34]=[CH:33][CH:32]=[CH:31][CH:30]=2)[CH2:21][CH:22]([CH3:24])[CH3:23])O[B:19]([C@@H:20]([NH:25][C:26](=[O:44])[C@@H:27]([NH:35][C:36]([C:38]2[CH:43]=[N:42][CH:41]=[CH:40][N:39]=2)=[O:37])[CH2:28][C:29]2[CH:34]=[CH:33][CH:32]=[CH:31][CH:30]=2)[CH2:21][CH:22]([CH3:24])[CH3:23])O[B:19]1[C@@H:20]([NH:25][C:26](=[O:44])[C@@H:27]([NH:35][C:36]([C:38]1[CH:43]=[N:42][CH:41]=[CH:40][N:39]=1)=[O:37])[CH2:28][C:29]1[CH:34]=[CH:33][CH:32]=[CH:31][CH:30]=1)[CH2:21][CH:22]([CH3:24])[CH3:23]. The catalyst is CCOC(C)=O. The product is [CH3:23][CH:22]([CH3:24])[CH2:21][C@@H:20]([B:19]1[O:4][C:3]([CH2:2][C:1]([OH:13])=[O:12])([CH2:8][C:9]([OH:11])=[O:10])[C:5](=[O:7])[O:6]1)[NH:25][C:26](=[O:44])[C@@H:27]([NH:35][C:36]([C:38]1[CH:43]=[N:42][CH:41]=[CH:40][N:39]=1)=[O:37])[CH2:28][C:29]1[CH:34]=[CH:33][CH:32]=[CH:31][CH:30]=1. The yield is 0.990. (3) The reactants are [N+:1]([C:4]1[CH:9]=[CH:8][C:7]([NH2:10])=[CH:6][CH:5]=1)([O-:3])=[O:2].[Br:11]Br. The catalyst is CC(O)=O. The product is [Br:11][C:8]1[CH:9]=[C:4]([N+:1]([O-:3])=[O:2])[CH:5]=[CH:6][C:7]=1[NH2:10]. The yield is 0.720. (4) The reactants are C([N:8]1[CH2:13][CH2:12][O:11][CH2:10][C@H:9]1[C:14]([CH3:22])([CH3:21])[O:15][SiH2:16][C:17]([CH3:20])([CH3:19])[CH3:18])C1C=CC=CC=1. The catalyst is C(O)C. The product is [C:17]([SiH2:16][O:15][C:14]([CH3:22])([CH3:21])[C@@H:9]1[CH2:10][O:11][CH2:12][CH2:13][NH:8]1)([CH3:20])([CH3:18])[CH3:19]. The yield is 0.974. (5) The product is [C:3]([O:23][C@@H:17]([C:3]1[C:4]([CH3:16])=[N:5][C:6]2[N:7]([N:8]=[C:9]([C:11]([O:13][CH2:14][CH3:15])=[O:12])[CH:10]=2)[C:2]=1[Cl:1])[C:18]([O:20][CH2:21][CH3:22])=[O:19])([CH3:17])([CH3:4])[CH3:2]. The catalyst is C(Cl)Cl.C(OC(C)(C)C)(=O)C. The reactants are [Cl:1][C:2]1[N:7]2[N:8]=[C:9]([C:11]([O:13][CH2:14][CH3:15])=[O:12])[CH:10]=[C:6]2[N:5]=[C:4]([CH3:16])[C:3]=1[C@H:17]([OH:23])[C:18]([O:20][CH2:21][CH3:22])=[O:19].Cl(O)(=O)(=O)=O. The yield is 0.860.